Dataset: Peptide-MHC class I binding affinity with 185,985 pairs from IEDB/IMGT. Task: Regression. Given a peptide amino acid sequence and an MHC pseudo amino acid sequence, predict their binding affinity value. This is MHC class I binding data. The peptide sequence is TYQWIIRNW. The MHC is HLA-B15:09 with pseudo-sequence HLA-B15:09. The binding affinity (normalized) is 0.0847.